Task: Predict the reaction yield, written as a fraction of the theoretical maximum amount of product (1.0 means a 100% yield; for example, 0.34 means a 34% yield).. Dataset: Reaction yield outcomes from USPTO patents with 853,638 reactions (1) The reactants are [CH2:1]([NH:3][C:4]1[CH:5]=[C:6]([OH:11])[CH:7]=[CH:8][C:9]=1[CH3:10])[CH3:2].[CH:12]([C:14]1[CH:24]=[CH:23][C:17]([O:18][CH2:19][C:20]([OH:22])=[O:21])=[CH:16][CH:15]=1)=O.[CH2:25]([N:27]1[C:36]2[C:31](=[CH:32][CH:33]=[C:34](O)[CH:35]=2)[C:30](C)=CC1(C)C)[CH3:26]. The catalyst is CO. The product is [CH2:1]([NH:3][C:4]1[C:9]([CH3:10])=[CH:8][C:7]2[C:12]([C:14]3[CH:24]=[CH:23][C:17]([O:18][CH2:19][C:20]([OH:22])=[O:21])=[CH:16][CH:15]=3)=[C:33]3[C:34]([O:11][C:6]=2[CH:5]=1)=[CH:35][C:36](=[N:27][CH2:25][CH3:26])[C:31]([CH3:30])=[CH:32]3)[CH3:2]. The yield is 0.120. (2) The reactants are [CH3:1][C@@:2]12[C:21](=[O:22])[CH2:20][CH2:19][C@H:3]1[C@H:4]1[C@H:9]([CH2:10][CH2:11]2)[C@:8]([CH2:13][CH2:14][C:15]([OH:17])=O)([CH3:12])[C:7](=O)[CH2:6][CH2:5]1.C([O-])(=O)C.[NH4+:27]. The catalyst is C(O)(=O)C. The product is [CH3:12][C@@:8]12[C@H:9]3[CH2:10][CH2:11][C@@:2]4([CH3:1])[C@H:3]([C@@H:4]3[CH2:5][CH:6]=[C:7]1[NH:27][C:15](=[O:17])[CH2:14][CH2:13]2)[CH2:19][CH2:20][C:21]4=[O:22]. The yield is 0.840.